Dataset: Forward reaction prediction with 1.9M reactions from USPTO patents (1976-2016). Task: Predict the product of the given reaction. (1) Given the reactants Cl[C:2]1[N:7]=[C:6](Cl)[C:5](F)=[CH:4][N:3]=1.[NH2:10][C:11]1[CH:12]=[C:13]([C:17]2[CH:22]=[CH:21][CH:20]=[CH:19][CH:18]=2)[CH:14]=[CH:15][CH:16]=1, predict the reaction product. The product is: [C:17]1([C:13]2[CH:12]=[C:11]([NH:10][C:2]3[N:7]=[C:6]([NH:10][C:11]4[CH:16]=[CH:15][CH:14]=[C:13]([C:17]5[CH:18]=[CH:19][CH:20]=[CH:21][CH:22]=5)[CH:12]=4)[CH:5]=[CH:4][N:3]=3)[CH:16]=[CH:15][CH:14]=2)[CH:18]=[CH:19][CH:20]=[CH:21][CH:22]=1. (2) Given the reactants Br[C:2]1[N:7]=[C:6]2[C:8]([C:19]([O:21][CH3:22])=[O:20])=[CH:9][N:10]([CH2:11][O:12][C:13](=[O:18])[C:14]([CH3:17])([CH3:16])[CH3:15])[C:5]2=[N:4][CH:3]=1.[CH3:23][N:24]1[C:32]2[C:27](=[CH:28][CH:29]=[C:30]([C:33]([F:36])([F:35])[F:34])[CH:31]=2)[C:26]([Sn](CCCC)(CCCC)CCCC)=[N:25]1.O, predict the reaction product. The product is: [CH3:23][N:24]1[C:32]2[C:27](=[CH:28][CH:29]=[C:30]([C:33]([F:34])([F:35])[F:36])[CH:31]=2)[C:26]([C:2]2[N:7]=[C:6]3[C:8]([C:19]([O:21][CH3:22])=[O:20])=[CH:9][N:10]([CH2:11][O:12][C:13](=[O:18])[C:14]([CH3:17])([CH3:16])[CH3:15])[C:5]3=[N:4][CH:3]=2)=[N:25]1. (3) Given the reactants [CH3:1][C:2]1[N:3]([C:17]2[CH:22]=[CH:21][NH:20][C:19](=[O:23])[CH:18]=2)[C:4]([CH3:16])=[C:5]([C:7]#[C:8][C:9]2[CH:10]=[C:11]([CH3:15])[CH:12]=[CH:13][CH:14]=2)[N:6]=1.[CH3:24]I, predict the reaction product. The product is: [CH3:1][C:2]1[N:3]([C:17]2[CH:22]=[CH:21][N:20]([CH3:24])[C:19](=[O:23])[CH:18]=2)[C:4]([CH3:16])=[C:5]([C:7]#[C:8][C:9]2[CH:10]=[C:11]([CH3:15])[CH:12]=[CH:13][CH:14]=2)[N:6]=1. (4) Given the reactants Br[C:2]1[C:3]([CH3:16])=[N:4][N:5]([C:7]2[CH:12]=[CH:11][N:10]=[C:9]3[NH:13][CH:14]=[CH:15][C:8]=23)[CH:6]=1.[C:17]([C:19]1[CH:20]=[C:21](B(O)O)[CH:22]=[CH:23][CH:24]=1)#[N:18].C(=O)([O-])[O-].[Na+].[Na+].COCCOC.O, predict the reaction product. The product is: [CH3:16][C:3]1[C:2]([C:23]2[CH:24]=[C:19]([CH:20]=[CH:21][CH:22]=2)[C:17]#[N:18])=[CH:6][N:5]([C:7]2[CH:12]=[CH:11][N:10]=[C:9]3[NH:13][CH:14]=[CH:15][C:8]=23)[N:4]=1. (5) Given the reactants [Cl:1][C:2]1[CH:27]=[CH:26][C:5]([C:6]([NH:8][C@@H:9]([C:20]2[CH:25]=[CH:24][CH:23]=[CH:22][CH:21]=2)[CH2:10][CH2:11][NH:12]C(=O)OC(C)(C)C)=[O:7])=[CH:4][C:3]=1[NH:28][C:29]([C:31]1[C:41](=[O:42])[NH:40][C:34]2[N:35]=[C:36]([CH3:39])[N:37]=[CH:38][C:33]=2[CH:32]=1)=[O:30].Cl, predict the reaction product. The product is: [ClH:1].[NH2:12][CH2:11][CH2:10][C@@H:9]([NH:8][C:6]([C:5]1[CH:26]=[CH:27][C:2]([Cl:1])=[C:3]([NH:28][C:29]([C:31]2[C:41](=[O:42])[NH:40][C:34]3[N:35]=[C:36]([CH3:39])[N:37]=[CH:38][C:33]=3[CH:32]=2)=[O:30])[CH:4]=1)=[O:7])[C:20]1[CH:21]=[CH:22][CH:23]=[CH:24][CH:25]=1. (6) Given the reactants [Br:1][C:2]1[CH:7]=[CH:6][C:5]([CH:8]2[CH2:10][CH:9]2CC#N)=[CH:4][CH:3]=1.[OH-:14].[K+].Cl.[CH3:17][CH2:18][OH:19], predict the reaction product. The product is: [Br:1][C:2]1[CH:7]=[CH:6][C:5]([CH:8]2[CH2:10][CH:9]2[CH2:17][C:18]([OH:14])=[O:19])=[CH:4][CH:3]=1. (7) The product is: [CH3:1][O:2][C:3]1[CH:10]=[C:9]([O:11][CH3:12])[CH:8]=[CH:7][C:4]=1[CH2:5][N:6]=[C:13]=[O:14]. Given the reactants [CH3:1][O:2][C:3]1[CH:10]=[C:9]([O:11][CH3:12])[CH:8]=[CH:7][C:4]=1[CH2:5][NH2:6].[C:13](=O)(O)[O-:14].[Na+].ClC(Cl)(OC(=O)OC(Cl)(Cl)Cl)Cl, predict the reaction product.